From a dataset of Catalyst prediction with 721,799 reactions and 888 catalyst types from USPTO. Predict which catalyst facilitates the given reaction. (1) Reactant: C(O)C.Br[C:5]1[CH2:10][CH2:9][CH2:8][CH2:7][C:6]=1[CH:11]=[O:12].[N+:13]([C:16]1[CH:17]=[C:18](B(O)O)[CH:19]=[CH:20][CH:21]=1)([O-:15])=[O:14].C(=O)([O-])[O-].[Na+].[Na+]. Product: [N+:13]([C:16]1[CH:21]=[C:20]([C:5]2[CH2:10][CH2:9][CH2:8][CH2:7][C:6]=2[CH:11]=[O:12])[CH:19]=[CH:18][CH:17]=1)([O-:15])=[O:14]. The catalyst class is: 109. (2) Reactant: [CH3:1][C:2]1[C:11]2[C:6](=[CH:7][CH:8]=[CH:9][CH:10]=2)[C:5]([C:12](Cl)=[O:13])=[CH:4][CH:3]=1.[CH3:15][O:16][C:17]1[CH:18]=[C:19]2[C:23](=[CH:24][CH:25]=1)[N:22]([CH2:26][CH2:27][N:28]1[CH2:33][CH2:32][O:31][CH2:30][CH2:29]1)[C:21]([CH3:34])=[CH:20]2.[Cl-].[Cl-].C([Al+2])C. Product: [CH3:15][O:16][C:17]1[CH:18]=[C:19]2[C:23](=[CH:24][CH:25]=1)[N:22]([CH2:26][CH2:27][N:28]1[CH2:33][CH2:32][O:31][CH2:30][CH2:29]1)[C:21]([CH3:34])=[C:20]2[C:12]([C:5]1[C:6]2[C:11](=[CH:10][CH:9]=[CH:8][CH:7]=2)[C:2]([CH3:1])=[CH:3][CH:4]=1)=[O:13]. The catalyst class is: 2. (3) Reactant: [NH2:1][CH2:2][C@H:3]([OH:5])[CH3:4].C(O)(=O)C.[F:10][C:11]([F:27])([F:26])[C@@H:12]([NH:21][S:22]([CH3:25])(=[O:24])=[O:23])[C:13]1[CH:18]=[CH:17][C:16]([CH:19]=O)=[CH:15][CH:14]=1.C(O[BH-](OC(=O)C)OC(=O)C)(=O)C.[Na+]. The catalyst class is: 2. Product: [F:27][C:11]([F:10])([F:26])[C@@H:12]([NH:21][S:22]([CH3:25])(=[O:24])=[O:23])[C:13]1[CH:14]=[CH:15][C:16]([CH2:19][NH:1][CH2:2][C@H:3]([OH:5])[CH3:4])=[CH:17][CH:18]=1. (4) Reactant: [NH:1]([C:5]1[CH:6]=[C:7]([CH:12]=[CH:13][CH:14]=1)[C:8]([O:10][CH3:11])=[O:9])[C:2]([NH2:4])=[S:3].BrBr.C(OCC)C. Product: [NH2:4][C:2]1[S:3][C:6]2[C:7]([C:8]([O:10][CH3:11])=[O:9])=[CH:12][CH:13]=[CH:14][C:5]=2[N:1]=1. The catalyst class is: 159. (5) Reactant: C[O:2][C:3](=[O:31])[C@H:4]([NH:12][C:13]([O:15][CH2:16][C:17]1[O:18][C:19]2[CH:25]=[CH:24][C:23]([C:26]3[CH:30]=[CH:29][S:28][CH:27]=3)=[CH:22][C:20]=2[CH:21]=1)=[O:14])[CH2:5][C:6]1[CH:11]=[CH:10][CH:9]=[CH:8][CH:7]=1.O.[OH-].[Li+].Cl. Product: [S:28]1[CH:29]=[CH:30][C:26]([C:23]2[CH:24]=[CH:25][C:19]3[O:18][C:17]([CH2:16][O:15][C:13]([NH:12][C@H:4]([CH2:5][C:6]4[CH:7]=[CH:8][CH:9]=[CH:10][CH:11]=4)[C:3]([OH:31])=[O:2])=[O:14])=[CH:21][C:20]=3[CH:22]=2)=[CH:27]1. The catalyst class is: 24. (6) Reactant: C(N(CCCC)CCCC)CCC.[F:14][C:15]([F:19])([F:18])[CH2:16][OH:17].[CH2:20]=[C:21]([C:26](OS(F)(=O)=O)([F:28])[F:27])[C:22]([F:25])([F:24])[F:23]. Product: [CH2:20]=[C:21]([C:26]([O:17][CH2:16][C:15]([F:19])([F:18])[F:14])([F:28])[F:27])[C:22]([F:25])([F:24])[F:23]. The catalyst class is: 270.